This data is from Full USPTO retrosynthesis dataset with 1.9M reactions from patents (1976-2016). The task is: Predict the reactants needed to synthesize the given product. (1) Given the product [Cl:2][C:3]1[N:8]=[CH:7][C:6]([O:9][CH2:10][CH:11]2[CH2:16][CH2:15][N:14]([CH2:17][C:18]([CH3:21])([OH:19])[CH3:20])[CH2:13][CH2:12]2)=[CH:5][N:4]=1, predict the reactants needed to synthesize it. The reactants are: Cl.[Cl:2][C:3]1[N:8]=[CH:7][C:6]([O:9][CH2:10][CH:11]2[CH2:16][CH2:15][NH:14][CH2:13][CH2:12]2)=[CH:5][N:4]=1.[CH3:17][C:18]1([CH3:21])[CH2:20][O:19]1.C([O-])([O-])=O.[K+].[K+]. (2) Given the product [NH:26]1[C:27]2[C:23](=[C:22]([O:21][CH2:20][CH2:19][N:8]3[CH:5]4[CH2:6][CH2:7][CH:1]3[CH:2]=[C:3]([C:9]3[C:17]5[C:12](=[CH:13][CH:14]=[CH:15][CH:16]=5)[NH:11][CH:10]=3)[CH2:4]4)[CH:30]=[CH:29][CH:28]=2)[CH:24]=[CH:25]1, predict the reactants needed to synthesize it. The reactants are: [CH:1]12[NH:8][CH:5]([CH2:6][CH2:7]1)[CH2:4][C:3]([C:9]1[C:17]3[C:12](=[CH:13][CH:14]=[CH:15][CH:16]=3)[NH:11][CH:10]=1)=[CH:2]2.Cl[CH2:19][CH2:20][O:21][C:22]1[CH:30]=[CH:29][CH:28]=[C:27]2[C:23]=1[CH:24]=[CH:25][NH:26]2.C([O-])([O-])=O.[K+].[K+]. (3) Given the product [F:31][C:27]1[CH:26]=[C:25]2[C:30]([C:21]([NH:10][C:9]3[CH:11]=[C:12]([N:14]4[CH2:19][CH2:18][O:17][CH2:16][CH2:15]4)[CH:13]=[C:7]([C:5]4[O:6][C:2]([CH3:1])=[N:3][N:4]=4)[CH:8]=3)=[C:22]([CH3:38])[C:23]([C:32]3[CH:37]=[CH:36][CH:35]=[CH:34][N:33]=3)=[N:24]2)=[CH:29][CH:28]=1, predict the reactants needed to synthesize it. The reactants are: [CH3:1][C:2]1[O:6][C:5]([C:7]2[CH:8]=[C:9]([CH:11]=[C:12]([N:14]3[CH2:19][CH2:18][O:17][CH2:16][CH2:15]3)[CH:13]=2)[NH2:10])=[N:4][N:3]=1.Cl[C:21]1[C:30]2[C:25](=[CH:26][C:27]([F:31])=[CH:28][CH:29]=2)[N:24]=[C:23]([C:32]2[CH:37]=[CH:36][CH:35]=[CH:34][N:33]=2)[C:22]=1[CH3:38].CC(C)([O-])C.[Na+].CC(C1C=C(C(C)C)C(C2C=CC=CC=2P(C2CCCCC2)C2CCCCC2)=C(C(C)C)C=1)C. (4) Given the product [CH:6]([OH:7])=[O:16].[O:16]1[C:20]2[CH:21]=[CH:22][CH:23]=[CH:24][C:19]=2[CH:18]=[C:17]1[C:25]1[N:29]2[N:30]=[C:31]([O:7][CH:6]([C:8]3[CH:13]=[CH:12][CH:11]=[CH:10][CH:9]=3)[CH2:5][NH:4][CH:1]([CH3:3])[CH3:2])[CH:32]=[CH:33][C:28]2=[N:27][CH:26]=1, predict the reactants needed to synthesize it. The reactants are: [CH:1]([NH:4][CH2:5][CH:6]([C:8]1[CH:13]=[CH:12][CH:11]=[CH:10][CH:9]=1)[OH:7])([CH3:3])[CH3:2].[H-].[Na+].[O:16]1[C:20]2[CH:21]=[CH:22][CH:23]=[CH:24][C:19]=2[CH:18]=[C:17]1[C:25]1[N:29]2[N:30]=[C:31](Cl)[CH:32]=[CH:33][C:28]2=[N:27][CH:26]=1. (5) The reactants are: [OH-].[Na+].[F:3][C:4]1[CH:5]=[CH:6][C:7]([C:28]2[C:33]([CH3:34])=[CH:32][C:31]([CH2:35][CH2:36][C:37]([OH:40])([CH3:39])[CH3:38])=[CH:30][C:29]=2[CH3:41])=[C:8]2[C:12]=1[C@H:11]([O:13][C:14]1[CH:27]=[CH:26][C:17]3[C@H:18]([CH2:21][C:22]([O:24]C)=[O:23])[CH2:19][O:20][C:16]=3[CH:15]=1)[CH2:10][CH2:9]2. Given the product [F:3][C:4]1[CH:5]=[CH:6][C:7]([C:28]2[C:33]([CH3:34])=[CH:32][C:31]([CH2:35][CH2:36][C:37]([OH:40])([CH3:38])[CH3:39])=[CH:30][C:29]=2[CH3:41])=[C:8]2[C:12]=1[C@H:11]([O:13][C:14]1[CH:27]=[CH:26][C:17]3[C@H:18]([CH2:21][C:22]([OH:24])=[O:23])[CH2:19][O:20][C:16]=3[CH:15]=1)[CH2:10][CH2:9]2, predict the reactants needed to synthesize it. (6) Given the product [F:18][C:19]1[CH:24]=[C:23]([F:25])[CH:22]=[CH:21][C:20]=1[C@@H:26]1[CH2:28][C@H:27]1[C:29]([N:10]1[CH2:9][C@H:8]([C:11]2[CH:12]=[CH:13][CH:14]=[CH:15][CH:16]=2)[NH:7][C:6](=[O:17])[C@@H:5]1[CH2:1][CH:2]([CH3:4])[CH3:3])=[O:30], predict the reactants needed to synthesize it. The reactants are: [CH2:1]([C@@H:5]1[NH:10][CH2:9][C@H:8]([C:11]2[CH:16]=[CH:15][CH:14]=[CH:13][CH:12]=2)[NH:7][C:6]1=[O:17])[CH:2]([CH3:4])[CH3:3].[F:18][C:19]1[CH:24]=[C:23]([F:25])[CH:22]=[CH:21][C:20]=1[C@@H:26]1[CH2:28][C@H:27]1[C:29](O)=[O:30].C([C@@H]1N(C([C@@H]2C[C@H]2C2C=CC=CC=2)=O)C[C@H](CC(C)C)NC1=O)C(C)C. (7) Given the product [NH:11]1[CH:10]=[C:9]([C:4]2[CH:5]=[CH:6][CH:7]=[CH:8][C:3]=2[OH:2])[CH:13]=[N:12]1, predict the reactants needed to synthesize it. The reactants are: C[O:2][C:3]1[CH:8]=[CH:7][CH:6]=[CH:5][C:4]=1[C:9]1[CH:10]=[N:11][NH:12][CH:13]=1.B(Br)(Br)Br. (8) Given the product [F:25][C:4]1[C:5]([CH3:24])=[C:6]([C:9]2[CH:10]=[N:11][N:12]([C:15]3[CH:23]=[CH:22][C:18]([C:19]([N:26]4[CH2:29][CH:28]([N:30]5[CH2:35][CH2:34][CH2:33][CH2:32][CH2:31]5)[CH2:27]4)=[O:21])=[CH:17][N:16]=3)[C:13]=2[OH:14])[CH:7]=[CH:8][C:3]=1[C:1]#[N:2], predict the reactants needed to synthesize it. The reactants are: [C:1]([C:3]1[CH:8]=[CH:7][C:6]([C:9]2[CH:10]=[N:11][N:12]([C:15]3[CH:23]=[CH:22][C:18]([C:19]([OH:21])=O)=[CH:17][N:16]=3)[C:13]=2[OH:14])=[C:5]([CH3:24])[C:4]=1[F:25])#[N:2].[NH:26]1[CH2:29][CH:28]([N:30]2[CH2:35][CH2:34][CH2:33][CH2:32][CH2:31]2)[CH2:27]1. (9) Given the product [CH:1]1([NH:7][C:8]([NH:20][CH2:19][CH2:18][CH2:17][N:14]2[CH2:13][CH2:12][N:11]([CH3:10])[CH2:16][CH2:15]2)=[S:9])[CH2:6][CH2:5][CH2:4][CH2:3][CH2:2]1, predict the reactants needed to synthesize it. The reactants are: [CH:1]1([N:7]=[C:8]=[S:9])[CH2:6][CH2:5][CH2:4][CH2:3][CH2:2]1.[CH3:10][N:11]1[CH2:16][CH2:15][N:14]([CH2:17][CH2:18][CH2:19][NH2:20])[CH2:13][CH2:12]1.